From a dataset of Catalyst prediction with 721,799 reactions and 888 catalyst types from USPTO. Predict which catalyst facilitates the given reaction. (1) Product: [CH3:16][O:17][C:18](=[O:28])[CH:19]([CH2:20][C:21]([N:30]1[CH2:31][CH2:32][C:33]2[C:38](=[CH:37][CH:36]=[CH:35][CH:34]=2)[CH2:29]1)=[O:23])[CH2:24][CH:25]([CH3:27])[CH3:26]. Reactant: ClC(OCC(C)C)=O.CN1CCOCC1.[CH3:16][O:17][C:18](=[O:28])[C@H:19]([CH2:24][CH:25]([CH3:27])[CH3:26])[CH2:20][C:21]([OH:23])=O.[CH2:29]1[C:38]2[C:33](=[CH:34][CH:35]=[CH:36][CH:37]=2)[CH2:32][CH2:31][NH:30]1.[Cl-].[Na+]. The catalyst class is: 4. (2) Reactant: Br[C:2]1[CH:7]=[CH:6][CH:5]=[C:4]([Br:8])[N:3]=1.C([Li])CCC.[C:14]1([S:20][S:20][C:14]2[CH:19]=[CH:18][CH:17]=[CH:16][CH:15]=2)[CH:19]=[CH:18][CH:17]=[CH:16][CH:15]=1. Product: [Br:8][C:4]1[CH:5]=[CH:6][CH:7]=[C:2]([S:20][C:14]2[CH:19]=[CH:18][CH:17]=[CH:16][CH:15]=2)[N:3]=1. The catalyst class is: 1. (3) Reactant: [Cl:1][C:2]1[CH:7]=[CH:6][C:5]([CH2:8][C:9](Cl)=[O:10])=[CH:4][CH:3]=1.[OH:12][C:13]1[CH:14]=[C:15]([CH:20]=[CH:21][C:22]=1[CH3:23])[C:16]([NH:18][NH2:19])=[O:17].C(N(CC)CC)C. Product: [Cl:1][C:2]1[CH:7]=[CH:6][C:5]([CH2:8][C:9]([NH:19][NH:18][C:16](=[O:17])[C:15]2[CH:20]=[CH:21][C:22]([CH3:23])=[C:13]([OH:12])[CH:14]=2)=[O:10])=[CH:4][CH:3]=1. The catalyst class is: 7. (4) Reactant: [NH2:1][C:2]1[CH:3]=[C:4](/[CH:24]=[C:25]2/[C:26]([NH:31][CH3:32])=[N:27][C:28](=[O:30])[S:29]/2)[CH:5]=[CH:6][C:7]=1[O:8][CH2:9][C:10]1[CH:15]=[CH:14][C:13]([C:16]([F:19])([F:18])[F:17])=[CH:12][C:11]=1[C:20]([F:23])([F:22])[F:21].[CH:33](=O)[CH3:34].C([BH3-])#N.[Na+].C(O)(=O)C. Product: [F:23][C:20]([F:21])([F:22])[C:11]1[CH:12]=[C:13]([C:16]([F:17])([F:18])[F:19])[CH:14]=[CH:15][C:10]=1[CH2:9][O:8][C:7]1[CH:6]=[CH:5][C:4](/[CH:24]=[C:25]2/[C:26]([NH:31][CH3:32])=[N:27][C:28](=[O:30])[S:29]/2)=[CH:3][C:2]=1[NH:1][CH2:33][CH3:34]. The catalyst class is: 841. (5) Reactant: Br[C:2]1[S:6][N:5]=[CH:4][C:3]=1[C:7]([OH:9])=[O:8].C(=O)([O-])[O-].[K+].[K+].[N:16]1[NH:17][N:18]=[CH:19][CH:20]=1. Product: [N:16]1[N:17]([C:2]2[S:6][N:5]=[CH:4][C:3]=2[C:7]([OH:9])=[O:8])[N:18]=[CH:19][CH:20]=1. The catalyst class is: 122. (6) Reactant: [CH3:1][N:2]1[CH2:15][CH2:14][C:5]2[NH:6][C:7]3[CH:8]=[CH:9][C:10]([CH3:13])=[CH:11][C:12]=3[C:4]=2[CH2:3]1.Br[C:17]1[CH:22]=[CH:21][N:20]=[CH:19][CH:18]=1.[O-]P([O-])([O-])=O.[K+].[K+].[K+].N1CCC[C@H]1C(O)=O. Product: [CH3:1][N:2]1[CH2:15][CH2:14][C:5]2[N:6]([C:17]3[CH:22]=[CH:21][N:20]=[CH:19][CH:18]=3)[C:7]3[CH:8]=[CH:9][C:10]([CH3:13])=[CH:11][C:12]=3[C:4]=2[CH2:3]1. The catalyst class is: 580. (7) Reactant: Cl[C:2]1[C:3]2[CH:10]([CH3:11])[S:9][CH2:8][C:4]=2[N:5]=[CH:6][N:7]=1.[CH3:12][C@H:13]1[CH2:18][N:17]([C:19]([O:21][C:22]([CH3:25])([CH3:24])[CH3:23])=[O:20])[CH2:16][CH2:15][NH:14]1.CCN(C(C)C)C(C)C. Product: [CH3:12][C@@H:13]1[N:14]([C:2]2[C:3]3[CH:10]([CH3:11])[S:9][CH2:8][C:4]=3[N:5]=[CH:6][N:7]=2)[CH2:15][CH2:16][N:17]([C:19]([O:21][C:22]([CH3:23])([CH3:25])[CH3:24])=[O:20])[CH2:18]1. The catalyst class is: 514. (8) Reactant: [Cl-].[Al+3].[Cl-].[Cl-].[Cl:5][C:6]1[CH:14]=[C:13]2[C:9]([CH2:10][C:11](=[O:15])[NH:12]2)=[CH:8][CH:7]=1.[Cl:16][CH2:17][C:18](Cl)=[O:19].Cl. Product: [Cl:16][CH2:17][C:18]([C:7]1[CH:8]=[C:9]2[C:13](=[CH:14][C:6]=1[Cl:5])[NH:12][C:11](=[O:15])[CH2:10]2)=[O:19]. The catalyst class is: 4. (9) The catalyst class is: 70. Product: [O:43]1[CH2:44][CH2:45][N:40]([C:37]2[CH:38]=[CH:39][C:34]([C:2]3[N:11]=[C:10]([O:12][CH:13]4[CH2:18][CH2:17][C:16](=[O:19])[CH2:15][CH2:14]4)[C:9]4[C:4](=[N:5][CH:6]=[CH:7][N:8]=4)[CH:3]=3)=[CH:35][CH:36]=2)[CH2:41][CH2:42]1. Reactant: Cl[C:2]1[N:11]=[C:10]([O:12][CH:13]2[CH2:18][CH2:17][C:16](=[O:19])[CH2:15][CH2:14]2)[C:9]2[C:4](=[N:5][CH:6]=[CH:7][N:8]=2)[CH:3]=1.C([O-])([O-])=O.[Cs+].[Cs+].CC1(C)C(C)(C)OB([C:34]2[CH:39]=[CH:38][C:37]([N:40]3[CH2:45][CH2:44][O:43][CH2:42][CH2:41]3)=[CH:36][CH:35]=2)O1.